This data is from Reaction yield outcomes from USPTO patents with 853,638 reactions. The task is: Predict the reaction yield, written as a fraction of the theoretical maximum amount of product (1.0 means a 100% yield; for example, 0.34 means a 34% yield). (1) The product is [C:25]([C:27]([C:30]1[CH:31]=[C:32]([CH:36]=[CH:37][CH:38]=1)[C:33]([NH:1][C:2]1[CH:3]=[CH:4][C:5]([CH3:24])=[C:6]([O:7][C:8]2[CH:9]=[CH:10][C:11]3[N:12]([CH:14]=[C:15]([NH:17][C:18]([CH:20]4[CH2:22][CH2:21]4)=[O:19])[N:16]=3)[N:13]=2)[CH:23]=1)=[O:34])([CH3:29])[CH3:28])#[N:26]. The reactants are [NH2:1][C:2]1[CH:3]=[CH:4][C:5]([CH3:24])=[C:6]([CH:23]=1)[O:7][C:8]1[CH:9]=[CH:10][C:11]2[N:12]([CH:14]=[C:15]([NH:17][C:18]([CH:20]3[CH2:22][CH2:21]3)=[O:19])[N:16]=2)[N:13]=1.[C:25]([C:27]([C:30]1[CH:31]=[C:32]([CH:36]=[CH:37][CH:38]=1)[C:33](O)=[O:34])([CH3:29])[CH3:28])#[N:26].Cl.CN(C)CCCN=C=NCC.ON1C2C=CC=CC=2N=N1. The yield is 0.700. The catalyst is CN(C)C=O. (2) The reactants are [CH2:1]([N:3]1[C:15]2[CH:14]=[CH:13][C:12]([NH:16][C:17](=[O:25])[CH2:18][C:19]([OH:24])([CH3:23])[CH2:20][CH2:21][OH:22])=[CH:11][C:10]=2[C:9]2[C:4]1=[CH:5][CH:6]=[CH:7][CH:8]=2)[CH3:2].[Cl:26][C:27]1[CH:34]=[C:33](F)[CH:32]=[CH:31][C:28]=1[C:29]#[N:30].CC(C)([O-])C.[K+].O. The catalyst is C1COCC1. The product is [Cl:26][C:27]1[CH:34]=[C:33]([CH:32]=[CH:31][C:28]=1[C:29]#[N:30])[O:22][CH2:21][CH2:20][C:19]([OH:24])([CH3:23])[CH2:18][C:17]([NH:16][C:12]1[CH:13]=[CH:14][C:15]2[N:3]([CH2:1][CH3:2])[C:4]3[C:9]([C:10]=2[CH:11]=1)=[CH:8][CH:7]=[CH:6][CH:5]=3)=[O:25]. The yield is 0.485. (3) No catalyst specified. The product is [CH3:1][S:2]([C:5]1[CH:10]=[CH:9][C:8]([N:11]2[C:15]3=[N:16][CH:17]=[N:18][C:19]([NH:20][CH:21]4[CH2:26][CH2:25][N:24]([C:44]5[CH:30]=[CH:31][C:32]([C:34]([F:37])([F:36])[F:35])=[CH:47][N:45]=5)[CH2:23][CH2:22]4)=[C:14]3[CH:13]=[N:12]2)=[CH:7][CH:6]=1)(=[O:3])=[O:4]. The reactants are [CH3:1][S:2]([C:5]1[CH:10]=[CH:9][C:8]([N:11]2[C:15]3=[N:16][CH:17]=[N:18][C:19]([NH:20][CH:21]4[CH2:26][CH2:25][NH:24][CH2:23][CH2:22]4)=[C:14]3[CH:13]=[N:12]2)=[CH:7][CH:6]=1)(=[O:4])=[O:3].BrC1C=[C:32]([C:34]([F:37])([F:36])[F:35])[CH:31]=[CH:30]N=1.C(=O)([O-])[O-].[K+].[K+].[CH3:44][N:45]([CH:47]=O)C. The yield is 0.320. (4) The reactants are [CH3:1][NH:2][C:3]1[CH:8]=[CH:7][CH:6]=[CH:5][CH:4]=1.[CH2:9]([O:16][C:17]1[CH:25]=[CH:24][C:23]([CH:26]=[O:27])=[CH:22][C:18]=1[C:19]([OH:21])=O)[C:10]1[CH:15]=[CH:14][CH:13]=[CH:12][CH:11]=1.ON1C2N=CC=CC=2N=N1.CN1CCOCC1.Cl.CN(C)CCCN=C=NCC. The catalyst is CN(C)C=O.C(OCC)(=O)C. The product is [C:3]1([N:2]([CH3:1])[C:19](=[O:21])[C:18]2[CH:22]=[C:23]([CH:26]=[O:27])[CH:24]=[CH:25][C:17]=2[O:16][CH2:9][C:10]2[CH:11]=[CH:12][CH:13]=[CH:14][CH:15]=2)[CH:8]=[CH:7][CH:6]=[CH:5][CH:4]=1. The yield is 0.990. (5) The product is [CH2:3]([O:10][N:11]1[C:17](=[O:18])[N:16]2[CH2:19][C@H:12]1[CH2:13][CH2:14][C@H:15]2[C:20]([OH:22])=[O:21])[C:4]1[CH:9]=[CH:8][CH:7]=[CH:6][CH:5]=1. The catalyst is C1COCC1.O. The reactants are [Li+].[OH-].[CH2:3]([O:10][N:11]1[C:17](=[O:18])[N:16]2[CH2:19][C@H:12]1[CH2:13][CH2:14][C@H:15]2[C:20]([O:22]CC)=[O:21])[C:4]1[CH:9]=[CH:8][CH:7]=[CH:6][CH:5]=1. The yield is 0.777. (6) The reactants are C(OC([N:8]1[C:12]2[CH:13]=[CH:14][CH:15]=[CH:16][C:11]=2[N:10]=[C:9]1[CH2:17][NH:18][CH:19]1[C:28]2[N:27]=[CH:26][CH:25]=[CH:24][C:23]=2[CH2:22][CH2:21][CH2:20]1)=O)(C)(C)C.[N:29]1[CH:34]=[CH:33][C:32]([CH:35]=O)=[CH:31][CH:30]=1.C(O[BH-](OC(=O)C)OC(=O)C)(=O)C.[Na+].C(=O)(O)[O-].[Na+]. The catalyst is C(Cl)Cl.C(O)(C(F)(F)F)=O. The product is [NH:8]1[C:12]2[CH:13]=[CH:14][CH:15]=[CH:16][C:11]=2[N:10]=[C:9]1[CH2:17][N:18]([CH2:35][C:32]1[CH:33]=[CH:34][N:29]=[CH:30][CH:31]=1)[CH:19]1[C:28]2[N:27]=[CH:26][CH:25]=[CH:24][C:23]=2[CH2:22][CH2:21][CH2:20]1. The yield is 0.700. (7) The reactants are Cl.[Cl:2][CH2:3][C:4]1[CH:9]=[CH:8][CH:7]=[CH:6][N:5]=1.C([O-])([O-])=O.[K+].[K+].[CH:16]1[CH:21]=[CH:20][C:19]([P:22]([C:29]2[CH:34]=[CH:33][CH:32]=[CH:31][CH:30]=2)[C:23]2[CH:28]=[CH:27][CH:26]=[CH:25][CH:24]=2)=[CH:18][CH:17]=1. The catalyst is O.O1CCOCC1. The product is [Cl-:2].[N:5]1[CH:6]=[CH:7][CH:8]=[CH:9][C:4]=1[CH2:3][P+:22]([C:23]1[CH:24]=[CH:25][CH:26]=[CH:27][CH:28]=1)([C:29]1[CH:34]=[CH:33][CH:32]=[CH:31][CH:30]=1)[C:19]1[CH:18]=[CH:17][CH:16]=[CH:21][CH:20]=1. The yield is 0.830. (8) The yield is 0.990. The catalyst is O. The product is [CH:46]([C:2]1[CH:3]=[C:4]([C:13]([O:15][CH2:16][CH3:17])=[O:14])[CH:5]=[C:6]([CH:12]=1)[C:7]([O:9][CH2:10][CH3:11])=[O:8])=[O:47]. The reactants are O[C:2]1[CH:3]=[C:4]([C:13]([O:15][CH2:16][CH3:17])=[O:14])[CH:5]=[C:6]([CH:12]=1)[C:7]([O:9][CH2:10][CH3:11])=[O:8].O=[N+]([O-])[O-].[O-][N+](=O)[O-].[O-][N+](=O)[O-].[O-][N+](=O)[O-].[O-][N+](=O)[O-].[O-][N+](=O)[O-].[Ce+4].[NH4+].[NH4+].C[C:46](O)=[O:47]. (9) The reactants are [NH2:1][C:2]1[N:6]([CH3:7])[C:5](=[O:8])[C:4]([C:15]2[CH:20]=[CH:19][CH:18]=[C:17]([C:21]3[CH:29]=[CH:28][C:24]4[CH2:25][CH2:26][O:27][C:23]=4[CH:22]=3)[CH:16]=2)([C:9]2[CH:14]=[CH:13][CH:12]=[CH:11][CH:10]=2)[N:3]=1.[Cl:30]CCl.N. The catalyst is CO. The product is [ClH:30].[NH2:1][C:2]1[N:6]([CH3:7])[C:5](=[O:8])[C:4]([C:15]2[CH:20]=[CH:19][CH:18]=[C:17]([C:21]3[CH:29]=[CH:28][C:24]4[CH2:25][CH2:26][O:27][C:23]=4[CH:22]=3)[CH:16]=2)([C:9]2[CH:10]=[CH:11][CH:12]=[CH:13][CH:14]=2)[N:3]=1. The yield is 0.960.